Task: Binary Classification. Given a T-cell receptor sequence (or CDR3 region) and an epitope sequence, predict whether binding occurs between them.. Dataset: TCR-epitope binding with 47,182 pairs between 192 epitopes and 23,139 TCRs (1) The epitope is KMKDLSPRW. The TCR CDR3 sequence is CASSPSTGTGELFF. Result: 0 (the TCR does not bind to the epitope). (2) The epitope is RPHERNGFTVL. The TCR CDR3 sequence is CASSRQLGTGELFF. Result: 0 (the TCR does not bind to the epitope).